From a dataset of Full USPTO retrosynthesis dataset with 1.9M reactions from patents (1976-2016). Predict the reactants needed to synthesize the given product. (1) Given the product [CH2:1]([O:3][C:4]([C:6]1[C:11]([C:20]#[C:21][CH2:22][CH2:23][CH2:24][CH2:25][CH2:26][CH3:27])=[CH:10][CH:9]=[CH:8][N:7]=1)=[O:5])[CH3:2], predict the reactants needed to synthesize it. The reactants are: [CH2:1]([O:3][C:4]([C:6]1[C:11](Br)=[CH:10][CH:9]=[CH:8][N:7]=1)=[O:5])[CH3:2].C(N(CC)CC)C.[CH:20]#[C:21][CH2:22][CH2:23][CH2:24][CH2:25][CH2:26][CH3:27]. (2) Given the product [O:33]=[C:29]([CH3:28])[CH2:30][C:31]([O:20][CH:10]([CH2:9][O:8][CH2:1][C:2]1[CH:3]=[CH:4][CH:5]=[CH:6][CH:7]=1)[CH2:11][O:12][CH2:13][C:14]1[CH:19]=[CH:18][CH:17]=[CH:16][CH:15]=1)=[O:32], predict the reactants needed to synthesize it. The reactants are: [CH2:1]([O:8][CH2:9][CH:10]([OH:20])[CH2:11][O:12][CH2:13][C:14]1[CH:19]=[CH:18][CH:17]=[CH:16][CH:15]=1)[C:2]1[CH:7]=[CH:6][CH:5]=[CH:4][CH:3]=1.C(N(CC)CC)C.[CH2:28]=[C:29]1[O:33][C:31](=[O:32])[CH2:30]1. (3) The reactants are: [NH:1]1[CH:5]=[C:4]([C:6]2[C:7]3[CH:14]=[CH:13][N:12](COCC[Si](C)(C)C)[C:8]=3[N:9]=[CH:10][N:11]=2)[CH:3]=[N:2]1.[C:23](O)(=O)C=CC.[CH2:29]1[CH2:39][CH2:38][N:37]2C(=NCCC2)[CH2:31][CH2:30]1. Given the product [CH3:23][C:30]([N:2]1[CH:3]=[C:4]([C:6]2[C:7]3[CH:14]=[CH:13][NH:12][C:8]=3[N:9]=[CH:10][N:11]=2)[CH:5]=[N:1]1)([CH3:31])[CH2:29][CH2:39][C:38]#[N:37], predict the reactants needed to synthesize it. (4) Given the product [CH:1]1([N:6]2[CH2:7][CH2:8][N:9]([C:12]([C:14]3[CH:15]=[C:16]4[C:20](=[CH:21][CH:22]=3)[NH:19][C:18]([C:23]([N:34]3[CH2:35][CH2:36][CH2:37][CH:38]3[CH3:39])=[O:25])=[CH:17]4)=[O:13])[CH2:10][CH2:11]2)[CH2:5][CH2:4][CH2:3][CH2:2]1, predict the reactants needed to synthesize it. The reactants are: [CH:1]1([N:6]2[CH2:11][CH2:10][N:9]([C:12]([C:14]3[CH:15]=[C:16]4[C:20](=[CH:21][CH:22]=3)[NH:19][C:18]([C:23]([OH:25])=O)=[CH:17]4)=[O:13])[CH2:8][CH2:7]2)[CH2:5][CH2:4][CH2:3][CH2:2]1.Cl.F[B-](F)(F)F.N1(OC(N(C)C)=[N+](C)C)[C:36]2[CH:37]=[CH:38][CH:39]=C[C:35]=2[N:34]=N1.CC1CCCN1.C(N(CC)C(C)C)(C)C. (5) The reactants are: [CH3:1][C:2]1[C:6]([C:7]2[CH:8]=[C:9]([I:17])[C:10]3[NH:14][C:13](=O)[NH:12][C:11]=3[CH:16]=2)=[C:5]([CH3:18])[O:4][N:3]=1.O.O=P(Cl)(Cl)[Cl:22]. Given the product [Cl:22][C:13]1[NH:12][C:11]2[CH:16]=[C:7]([C:6]3[C:2]([CH3:1])=[N:3][O:4][C:5]=3[CH3:18])[CH:8]=[C:9]([I:17])[C:10]=2[N:14]=1, predict the reactants needed to synthesize it. (6) Given the product [Cl:1][C:2]1[CH:7]=[C:6]([Cl:8])[CH:5]=[CH:4][C:3]=1[C:9]1[N:10]=[C:11](/[CH:16]=[CH:17]/[C:18]2[CH:23]=[CH:22][C:21]([C:24]3[CH:25]=[CH:26][C:27]([O:30][CH:36]([CH3:37])[CH2:35][CH2:34][C:33]([OH:39])=[O:32])=[CH:28][CH:29]=3)=[CH:20][CH:19]=2)[N:12]([CH2:14][CH3:15])[CH:13]=1, predict the reactants needed to synthesize it. The reactants are: [Cl:1][C:2]1[CH:7]=[C:6]([Cl:8])[CH:5]=[CH:4][C:3]=1[C:9]1[N:10]=[C:11](/[CH:16]=[CH:17]/[C:18]2[CH:23]=[CH:22][C:21]([C:24]3[CH:29]=[CH:28][C:27]([OH:30])=[CH:26][CH:25]=3)=[CH:20][CH:19]=2)[N:12]([CH2:14][CH3:15])[CH:13]=1.C[O:32][C:33](=[O:39])[CH2:34][CH2:35][CH:36](Br)[CH3:37].